From a dataset of M1 muscarinic receptor agonist screen with 61,833 compounds. Binary Classification. Given a drug SMILES string, predict its activity (active/inactive) in a high-throughput screening assay against a specified biological target. (1) The compound is O=C(N)C1CCN(C(c2n(nnn2)C2CCCC2)c2c(OC)cc(OC)cc2)CC1. The result is 0 (inactive). (2) The drug is O=C1N(C(=O)NC1(c1cc2OCOc2cc1)C)Cc1c2c(oc(=O)c1)cc(cc2)C. The result is 0 (inactive). (3) The drug is s1c(C(=O)Nc2c(OC)cc(NC(=O)CCn3nnc4c3cccc4)c(OC)c2)ccc1. The result is 0 (inactive). (4) The drug is O(c1cc(CCNC(=O)Cc2n[nH]nn2)ccc1OCC)CC. The result is 0 (inactive). (5) The drug is Clc1cc(NC(=O)c2cc3nc4n(CCCCC4)c(=O)c3cc2)ccc1F. The result is 0 (inactive).